The task is: Predict the reaction yield, written as a fraction of the theoretical maximum amount of product (1.0 means a 100% yield; for example, 0.34 means a 34% yield).. This data is from Reaction yield outcomes from USPTO patents with 853,638 reactions. (1) The reactants are [NH2:1][C:2]1[CH:3]=[CH:4][C:5]([O:8][CH3:9])=[N:6][CH:7]=1.N1C=CC=CC=1.Cl[C:17]([O:19][CH2:20][C:21]([Cl:24])([Cl:23])[Cl:22])=[O:18]. The catalyst is O1CCCC1. The product is [CH3:9][O:8][C:5]1[N:6]=[CH:7][C:2]([NH:1][C:17](=[O:18])[O:19][CH2:20][C:21]([Cl:24])([Cl:23])[Cl:22])=[CH:3][CH:4]=1. The yield is 0.954. (2) The reactants are [O:1]=[C:2]1[CH:9]=[C:8]2[C:4]([C:10]([O:12][CH3:13])=[O:11])([CH2:5][CH2:6][CH2:7]2)[CH2:3]1.[CH2:14](O)C. The catalyst is [Pd]. The product is [O:1]=[C:2]1[CH2:3][C:4]2([C:10]([O:12][CH2:13][CH3:14])=[O:11])[CH:8]([CH2:7][CH2:6][CH2:5]2)[CH2:9]1. The yield is 0.810.